From a dataset of Catalyst prediction with 721,799 reactions and 888 catalyst types from USPTO. Predict which catalyst facilitates the given reaction. (1) Reactant: Br[C:2]1[CH:7]=[CH:6][CH:5]=[C:4]([Br:8])[N:3]=1.[Li]CCCC.[CH3:14][C:15]([CH3:17])=[O:16]. Product: [Br:8][C:4]1[N:3]=[C:2]([C:15]([OH:16])([CH3:17])[CH3:14])[CH:7]=[CH:6][CH:5]=1. The catalyst class is: 28. (2) Reactant: [CH2:1]([N:3]1[C:7]2=[N:8][C:9]([CH2:33][CH3:34])=[C:10]([CH2:19][NH:20][C:21]([C:23]3[CH:24]=[C:25]([CH:30]=[CH:31][CH:32]=3)[C:26]([O:28]C)=[O:27])=[O:22])[C:11]([NH:12][CH:13]3[CH2:18][CH2:17][O:16][CH2:15][CH2:14]3)=[C:6]2[CH:5]=[N:4]1)[CH3:2].[Li+].[OH-].C1COCC1.Cl. Product: [CH2:1]([N:3]1[C:7]2=[N:8][C:9]([CH2:33][CH3:34])=[C:10]([CH2:19][NH:20][C:21]([C:23]3[CH:24]=[C:25]([CH:30]=[CH:31][CH:32]=3)[C:26]([OH:28])=[O:27])=[O:22])[C:11]([NH:12][CH:13]3[CH2:18][CH2:17][O:16][CH2:15][CH2:14]3)=[C:6]2[CH:5]=[N:4]1)[CH3:2]. The catalyst class is: 6.